From a dataset of Forward reaction prediction with 1.9M reactions from USPTO patents (1976-2016). Predict the product of the given reaction. (1) Given the reactants [CH3:1][N:2]1[C:6]([C:7]2[CH:12]=[CH:11][CH:10]=[CH:9][CH:8]=2)=[CH:5][N:4]=[C:3]1[NH2:13].[C:14]1([CH2:20][CH2:21][C:22](Cl)=[O:23])[CH:19]=[CH:18][CH:17]=[CH:16][CH:15]=1, predict the reaction product. The product is: [CH3:1][N:2]1[C:6]([C:7]2[CH:12]=[CH:11][CH:10]=[CH:9][CH:8]=2)=[CH:5][N:4]=[C:3]1[NH:13][C:22](=[O:23])[CH2:21][CH2:20][C:14]1[CH:19]=[CH:18][CH:17]=[CH:16][CH:15]=1. (2) Given the reactants ClC1C=CC([C@@H]2CCN(C(OC(C)(C)C)=O)C[C@H]2C(OC)=O)=CC=1.[Cl:25][C:26]1[CH:31]=[CH:30][C:29]([C@@H:32]2[CH2:37][CH2:36][N:35]([CH2:38][C:39]([F:42])([F:41])[F:40])[CH2:34][C@H:33]2[C:43](OCC)=[O:44])=[CH:28][CH:27]=1, predict the reaction product. The product is: [Cl:25][C:26]1[CH:27]=[CH:28][C:29]([C@@H:32]2[CH2:37][CH2:36][N:35]([CH2:38][C:39]([F:40])([F:41])[F:42])[CH2:34][C@H:33]2[CH2:43][OH:44])=[CH:30][CH:31]=1. (3) Given the reactants [CH:1]1([CH2:4][O:5][C:6]2[N:11]=[C:10]([C:12]([OH:14])=O)[CH:9]=[N:8][C:7]=2[N:15]2[CH2:18][C:17]([F:20])([F:19])[CH2:16]2)[CH2:3][CH2:2]1.[CH3:21][C@H:22]1[CH2:26][CH2:25][CH2:24][NH:23]1, predict the reaction product. The product is: [CH:1]1([CH2:4][O:5][C:6]2[N:11]=[C:10]([C:12]([N:23]3[CH2:24][CH2:25][CH2:26][C@@H:22]3[CH3:21])=[O:14])[CH:9]=[N:8][C:7]=2[N:15]2[CH2:18][C:17]([F:20])([F:19])[CH2:16]2)[CH2:2][CH2:3]1. (4) The product is: [CH3:1][N:2]([CH3:19])[CH2:3][CH2:4][O:5][C:6]1[N:7]=[CH:8][C:9]([NH2:16])=[CH:10][C:11]=1[C:12]([F:15])([F:13])[F:14]. Given the reactants [CH3:1][N:2]([CH3:19])[CH2:3][CH2:4][O:5][C:6]1[C:11]([C:12]([F:15])([F:14])[F:13])=[CH:10][C:9]([N+:16]([O-])=O)=[CH:8][N:7]=1.C(Cl)Cl.CO, predict the reaction product. (5) Given the reactants [Br:1][C:2]1[CH:3]=[N:4][N:5]([CH2:8][C:9]2([OH:17])[CH2:14][CH2:13][CH2:12][C:11]([CH3:16])([CH3:15])[CH2:10]2)[C:6]=1[CH3:7].[H-].[Na+].I[CH3:21], predict the reaction product. The product is: [Br:1][C:2]1[CH:3]=[N:4][N:5]([CH2:8][C:9]2([O:17][CH3:21])[CH2:14][CH2:13][CH2:12][C:11]([CH3:15])([CH3:16])[CH2:10]2)[C:6]=1[CH3:7]. (6) Given the reactants [F:1][C:2]1[CH:10]=[CH:9][CH:8]=[C:7]([F:11])[C:3]=1[C:4](Cl)=[O:5].[C:12]1([O:20][CH3:21])[C:13](=[CH:16][CH:17]=[CH:18][CH:19]=1)[O:14][CH3:15], predict the reaction product. The product is: [F:1][C:2]1[CH:10]=[CH:9][CH:8]=[C:7]([F:11])[C:3]=1[C:4](=[O:5])[C:18]1[CH:17]=[CH:16][C:13]([O:14][CH3:15])=[C:12]([O:20][CH3:21])[CH:19]=1.